This data is from Forward reaction prediction with 1.9M reactions from USPTO patents (1976-2016). The task is: Predict the product of the given reaction. (1) Given the reactants [SH2:1].[Na].Br.Br[CH2:5][C:6]1[CH:11]=[CH:10][N:9]=[C:8]([NH2:12])[CH:7]=1.CCN(C(C)C)C(C)C.[Cl:22][C:23]1[C:28]([Cl:29])=[C:27]([N+:30]([O-:32])=[O:31])[CH:26]=[CH:25][C:24]=1F, predict the reaction product. The product is: [Cl:22][C:23]1[C:28]([Cl:29])=[C:27]([N+:30]([O-:32])=[O:31])[CH:26]=[CH:25][C:24]=1[S:1][CH2:5][C:6]1[CH:11]=[CH:10][N:9]=[C:8]([NH2:12])[CH:7]=1. (2) The product is: [CH3:1][C:2]1([CH3:14])[C:6]([CH3:7])([CH3:8])[O:5][B:4]([C:9]2[CH:13]=[N:12][N:11]([CH2:27][O:26][CH2:25][CH2:24][Si:23]([CH3:29])([CH3:15])[CH3:22])[CH:10]=2)[O:3]1. Given the reactants [CH3:1][C:2]1([CH3:14])[C:6]([CH3:8])([CH3:7])[O:5][B:4]([C:9]2[CH:10]=[N:11][NH:12][CH:13]=2)[O:3]1.[CH3:15]N(C=O)C.[H-].[Na+].[CH3:22][SiH:23]([CH3:29])[CH2:24][CH2:25][O:26][CH2:27]Cl, predict the reaction product. (3) Given the reactants Cl[C:2]([O:4][C:5]1[CH:10]=[CH:9][CH:8]=[CH:7][CH:6]=1)=[O:3].[C:11]([C:15]1[CH:19]=[C:18]([NH2:20])[N:17]([CH3:21])[N:16]=1)([CH3:14])([CH3:13])[CH3:12].C(=O)(O)[O-].[Na+], predict the reaction product. The product is: [C:11]([C:15]1[CH:19]=[C:18]([NH:20][C:2](=[O:3])[O:4][C:5]2[CH:10]=[CH:9][CH:8]=[CH:7][CH:6]=2)[N:17]([CH3:21])[N:16]=1)([CH3:14])([CH3:12])[CH3:13]. (4) The product is: [Cl:3][C:4]1[CH:5]=[CH:6][C:7]([O:12][CH2:13][C:14]([CH2:16][I:2])=[CH2:15])=[C:8]([CH:11]=1)[CH:9]=[O:10]. Given the reactants [Na+].[I-:2].[Cl:3][C:4]1[CH:5]=[CH:6][C:7]([O:12][CH2:13][C:14]([CH2:16]Cl)=[CH2:15])=[C:8]([CH:11]=1)[CH:9]=[O:10], predict the reaction product.